This data is from Catalyst prediction with 721,799 reactions and 888 catalyst types from USPTO. The task is: Predict which catalyst facilitates the given reaction. (1) Reactant: [Cl:1][C:2]1[C:3]([N:8]2[CH:12]=[CH:11][C:10]([C:13]([F:16])([F:15])[F:14])=[N:9]2)=[N:4][CH:5]=[CH:6][CH:7]=1.C([Mg]Cl)(C)C.S(Cl)([Cl:24])=O.C(C[O:30][CH3:31])OC. Product: [Cl:1][C:2]1[C:3]([N:8]2[C:12]([C:31]([Cl:24])=[O:30])=[CH:11][C:10]([C:13]([F:16])([F:14])[F:15])=[N:9]2)=[N:4][CH:5]=[CH:6][CH:7]=1. The catalyst class is: 7. (2) Reactant: [C:1]1([NH:7][C:8]2[N:16]=[C:15]([C:17]([F:20])([F:19])[F:18])[CH:14]=[CH:13][C:9]=2[C:10]([OH:12])=O)[CH:6]=[CH:5][CH:4]=[CH:3][CH:2]=1.Cl.[CH3:22][NH:23][O:24][CH3:25].CN(C(ON1N=NC2C=CC=CC1=2)=[N+](C)C)C.F[P-](F)(F)(F)(F)F.C(N(CC)C(C)C)(C)C. Product: [CH3:25][O:24][N:23]([CH3:22])[C:10](=[O:12])[C:9]1[CH:13]=[CH:14][C:15]([C:17]([F:20])([F:19])[F:18])=[N:16][C:8]=1[NH:7][C:1]1[CH:2]=[CH:3][CH:4]=[CH:5][CH:6]=1. The catalyst class is: 59. (3) Reactant: C[O:2][C:3](=[O:29])[C:4]1[CH:9]=[CH:8][C:7]([N:10]2[CH2:15][CH2:14][N:13]([C:16]3[CH:21]=[CH:20][C:19]([CH2:22][N:23]4[CH2:28][CH2:27][O:26][CH2:25][CH2:24]4)=[CH:18][CH:17]=3)[CH2:12][CH2:11]2)=[CH:6][CH:5]=1.[OH-].[Na+].Cl. Product: [N:23]1([CH2:22][C:19]2[CH:20]=[CH:21][C:16]([N:13]3[CH2:12][CH2:11][N:10]([C:7]4[CH:6]=[CH:5][C:4]([C:3]([OH:29])=[O:2])=[CH:9][CH:8]=4)[CH2:15][CH2:14]3)=[CH:17][CH:18]=2)[CH2:24][CH2:25][O:26][CH2:27][CH2:28]1. The catalyst class is: 12. (4) Reactant: [OH:1][C@H:2]1[C:18]([CH3:20])([CH3:19])[O:17][C:5]2=[CH:6][C:7]3[C:8]([CH3:16])=[CH:9][C:10]([C:14]#[N:15])=[N:11][C:12]=3[CH:13]=[C:4]2[C@H:3]1[NH:21][CH2:22][CH2:23][C:24]1[CH:29]=[CH:28][CH:27]=[CH:26][CH:25]=1. Product: [NH2:15][CH2:14][C:10]1[CH:9]=[C:8]([CH3:16])[C:7]2[CH:6]=[C:5]3[O:17][C:18]([CH3:20])([CH3:19])[C@H:2]([OH:1])[C@@H:3]([NH:21][CH2:22][CH2:23][C:24]4[CH:29]=[CH:28][CH:27]=[CH:26][CH:25]=4)[C:4]3=[CH:13][C:12]=2[N:11]=1. The catalyst class is: 285. (5) Reactant: OC(C(F)(F)F)=O.[OH:8][C@H:9]1[C@H:14]([N:15]2[CH2:19][CH2:18][CH2:17][C:16]2=[O:20])[CH2:13][CH2:12][NH:11][CH2:10]1.CCN(C(C)C)C(C)C.[Br:30][C:31]1[CH:32]=[C:33]([C:44]([F:47])([F:46])[F:45])[C:34]2[N:35]([C:37]([Cl:43])=[C:38]([C:40](O)=[O:41])[N:39]=2)[CH:36]=1.CN(C(ON1N=NC2C=CC=NC1=2)=[N+](C)C)C.F[P-](F)(F)(F)(F)F. Product: [Br:30][C:31]1[CH:32]=[C:33]([C:44]([F:46])([F:47])[F:45])[C:34]2[N:35]([C:37]([Cl:43])=[C:38]([C:40]([N:11]3[CH2:12][CH2:13][C@@H:14]([N:15]4[CH2:19][CH2:18][CH2:17][C:16]4=[O:20])[C@H:9]([OH:8])[CH2:10]3)=[O:41])[N:39]=2)[CH:36]=1. The catalyst class is: 31. (6) Reactant: [Cl:1][C:2]1[CH:10]=[CH:9][C:5]([C:6]([NH2:8])=[S:7])=[CH:4][CH:3]=1.Cl[CH2:12][C:13]([CH2:15]Cl)=O.O.[C-:18]#[N:19].[Na+]. Product: [Cl:1][C:2]1[CH:10]=[CH:9][C:5]([C:6]2[S:7][CH:12]=[C:13]([CH2:15][C:18]#[N:19])[N:8]=2)=[CH:4][CH:3]=1. The catalyst class is: 8. (7) Reactant: [F:1][C:2]1[C:3]([O:13][CH3:14])=[C:4]2[C:9](=[CH:10][CH:11]=1)[NH:8][CH:7]=[CH:6][C:5]2=[O:12].[Cl:15]N1C(=O)CCC1=O. Product: [Cl:15][C:6]1[C:5](=[O:12])[C:4]2[C:9](=[CH:10][CH:11]=[C:2]([F:1])[C:3]=2[O:13][CH3:14])[NH:8][CH:7]=1. The catalyst class is: 15.